From a dataset of Full USPTO retrosynthesis dataset with 1.9M reactions from patents (1976-2016). Predict the reactants needed to synthesize the given product. (1) Given the product [CH3:40][S:33]([C:3]1[N:4]=[CH:5][C:6]([C:9]2[O:13][C:12]([C:14]3[CH:15]=[CH:16][N:17]=[CH:18][CH:19]=3)=[C:11]([C:20]3[CH:21]=[C:22]4[C:26](=[CH:27][CH:28]=3)[C:25](=[O:29])[CH2:24][CH2:23]4)[CH:10]=2)=[CH:7][N:8]=1)(=[O:37])=[O:35], predict the reactants needed to synthesize it. The reactants are: CS[C:3]1[N:8]=[CH:7][C:6]([C:9]2[O:13][C:12]([C:14]3[CH:19]=[CH:18][N:17]=[CH:16][CH:15]=3)=[C:11]([C:20]3[CH:21]=[C:22]4[C:26](=[CH:27][CH:28]=3)[C:25](=[O:29])[CH2:24][CH2:23]4)[CH:10]=2)=[CH:5][N:4]=1.Cl.OO.[S:33]([O-:37])([O-])(=[O:35])=S.[Na+].[Na+].[C:40](=O)([O-])O.[Na+]. (2) Given the product [F:27][C:19]1[CH:20]=[C:21]([N+:24]([O-:26])=[O:25])[CH:22]=[CH:23][C:18]=1[O:7][C:4]1[C:3]2[N:2]([CH:10]=[CH:9][CH:8]=2)[N:1]=[CH:6][CH:5]=1, predict the reactants needed to synthesize it. The reactants are: [N:1]1[N:2]2[CH:10]=[CH:9][CH:8]=[C:3]2[C:4]([OH:7])=[CH:5][CH:6]=1.C(=O)([O-])[O-].[Cs+].[Cs+].F[C:18]1[CH:23]=[CH:22][C:21]([N+:24]([O-:26])=[O:25])=[CH:20][C:19]=1[F:27].Cl. (3) Given the product [Cl:24][C:23]1[CH:22]=[N+:21]([O-:25])[CH:20]=[C:19]([Cl:26])[C:18]=1[CH2:17][C@@H:16]([C:27]1[CH:32]=[CH:31][C:30]([O:33][CH:34]([F:35])[F:36])=[C:29]([O:37][CH2:38][CH:39]2[CH2:40][CH2:41]2)[CH:28]=1)[O:15][C:13](=[O:14])[CH2:12][N:7]1[CH2:6][C:5]2[C:9](=[CH:10][C:2]([NH:1][S:43]([CH3:42])(=[O:45])=[O:44])=[CH:3][CH:4]=2)[C:8]1=[O:11], predict the reactants needed to synthesize it. The reactants are: [NH2:1][C:2]1[CH:10]=[C:9]2[C:5]([CH2:6][N:7]([CH2:12][C:13]([O:15][C@H:16]([C:27]3[CH:32]=[CH:31][C:30]([O:33][CH:34]([F:36])[F:35])=[C:29]([O:37][CH2:38][CH:39]4[CH2:41][CH2:40]4)[CH:28]=3)[CH2:17][C:18]3[C:23]([Cl:24])=[CH:22][N+:21]([O-:25])=[CH:20][C:19]=3[Cl:26])=[O:14])[C:8]2=[O:11])=[CH:4][CH:3]=1.[CH3:42][S:43](Cl)(=[O:45])=[O:44]. (4) Given the product [Cl:1][C:2]1[CH:7]=[CH:6][C:5]([NH:8][C:9]([NH:26][CH3:25])=[O:17])=[C:4]([C:18]#[N:19])[CH:3]=1, predict the reactants needed to synthesize it. The reactants are: [Cl:1][C:2]1[CH:7]=[CH:6][C:5]([NH:8][C:9](=[O:17])OC2C=CC=CC=2)=[C:4]([C:18]#[N:19])[CH:3]=1.O1CCCC1.[CH3:25][NH2:26]. (5) Given the product [Cl:34][C:35]1[N:40]=[C:39]([CH2:41][C:16]([C:15]2[CH:20]=[CH:21][C:22]([F:23])=[C:13]([NH:12][S:9]([C:3]3[CH:4]=[C:5]([F:8])[CH:6]=[CH:7][C:2]=3[F:1])(=[O:10])=[O:11])[CH:14]=2)=[O:18])[CH:38]=[CH:37][N:36]=1, predict the reactants needed to synthesize it. The reactants are: [F:1][C:2]1[CH:7]=[CH:6][C:5]([F:8])=[CH:4][C:3]=1[S:9]([NH:12][C:13]1[CH:14]=[C:15]([CH:20]=[CH:21][C:22]=1[F:23])[C:16]([O:18]C)=O)(=[O:11])=[O:10].[Li+].C[Si]([N-][Si](C)(C)C)(C)C.[Cl:34][C:35]1[N:40]=[C:39]([CH3:41])[CH:38]=[CH:37][N:36]=1. (6) Given the product [F:18][C:7]1[C:6]([N:5]2[CH2:2][C@H:1]([CH2:33][NH:34][C:35](=[O:37])[CH3:36])[O:3][C:4]2=[O:19])=[CH:17][C:10]2[CH2:11][CH2:12][CH2:13][CH2:14][C:15](=[O:16])[C:9]=2[CH:8]=1, predict the reactants needed to synthesize it. The reactants are: [CH2:1]([O:3][C:4](=[O:19])[NH:5][C:6]1[C:7]([F:18])=[CH:8][C:9]2[C:15](=[O:16])[CH2:14][CH2:13][CH2:12][CH2:11][C:10]=2[CH:17]=1)[CH3:2].[Li].CC(C)([O-])C.C(O[C@@H]([CH2:33][NH:34][C:35](=[O:37])[CH3:36])CCl)(=O)C. (7) Given the product [NH2:28][C:22]1[CH:23]=[C:24]([CH3:27])[CH:25]=[CH:26][C:21]=1[NH:20][CH:17]1[CH2:18][CH2:19][N:14]([C:2]2([CH3:1])[CH2:6][CH2:5][N:4]([C:7]([O:9][C:10]([CH3:13])([CH3:12])[CH3:11])=[O:8])[CH2:3]2)[CH2:15][CH2:16]1, predict the reactants needed to synthesize it. The reactants are: [CH3:1][C:2]1([N:14]2[CH2:19][CH2:18][CH:17]([NH:20][C:21]3[CH:26]=[CH:25][C:24]([CH3:27])=[CH:23][C:22]=3[N+:28]([O-])=O)[CH2:16][CH2:15]2)[CH2:6][CH2:5][N:4]([C:7]([O:9][C:10]([CH3:13])([CH3:12])[CH3:11])=[O:8])[CH2:3]1.